The task is: Predict which catalyst facilitates the given reaction.. This data is from Catalyst prediction with 721,799 reactions and 888 catalyst types from USPTO. (1) Reactant: [Cl:1][C:2]1[CH:24]=[CH:23][C:5]([C:6]([N:8]2[CH2:13][CH2:12][N:11]([C:14]([O:16][C:17]([CH3:20])([CH3:19])[CH3:18])=[O:15])[CH2:10][CH:9]2[CH2:21][OH:22])=[O:7])=[C:4](F)[CH:3]=1.[H-].[Na+]. The catalyst class is: 9. Product: [Cl:1][C:2]1[CH:24]=[CH:23][C:5]2[C:6](=[O:7])[N:8]3[CH2:13][CH2:12][N:11]([C:14]([O:16][C:17]([CH3:20])([CH3:19])[CH3:18])=[O:15])[CH2:10][CH:9]3[CH2:21][O:22][C:4]=2[CH:3]=1. (2) Reactant: [NH2:1][C:2]1[CH:3]=[C:4]([CH:10]=[CH:11][CH:12]=1)[C:5]([O:7][CH2:8][CH3:9])=[O:6].Cl.Cl[CH2:15][CH2:16][NH:17][CH2:18][CH2:19]Cl. Product: [N:1]1([C:2]2[CH:3]=[C:4]([CH:10]=[CH:11][CH:12]=2)[C:5]([O:7][CH2:8][CH3:9])=[O:6])[CH2:19][CH2:18][NH:17][CH2:16][CH2:15]1. The catalyst class is: 113. (3) Reactant: [Br:1][C:2]1[CH:3]=[C:4]([O:12][CH3:13])[C:5]([Cl:11])=[C:6]([CH:10]=1)[C:7]([OH:9])=O.C(Cl)(=O)C(Cl)=O.[C:20]1([O:26][CH2:27][CH3:28])[CH:25]=[CH:24][CH:23]=[CH:22][CH:21]=1.[Al+3].[Cl-].[Cl-].[Cl-]. Product: [Br:1][C:2]1[CH:3]=[C:4]([O:12][CH3:13])[C:5]([Cl:11])=[C:6]([C:7]([C:23]2[CH:24]=[CH:25][C:20]([O:26][CH2:27][CH3:28])=[CH:21][CH:22]=2)=[O:9])[CH:10]=1. The catalyst class is: 59. (4) Reactant: [CH3:1][C:2]([CH3:23])([O:4][C:5]([NH:7][C@@H:8]([C:12]12[CH2:21][CH:16]3[CH2:17][CH:18]([CH2:20][C:14]([OH:22])([CH2:15]3)[CH2:13]1)[CH2:19]2)[C:9](O)=[O:10])=[O:6])[CH3:3].CS(Cl)(=O)=O.C(N(C(C)C)CC)(C)C.Cl.[C@H:39]12[CH2:44][C@H:43]1[CH2:42][C@@H:41]([C:45]([NH2:47])=[O:46])[NH:40]2.OC1C2N=NNC=2C=CC=1. Product: [CH3:3][C:2]([CH3:23])([O:4][C:5]([NH:7][C@@H:8]([C:12]12[CH2:19][CH:18]3[CH2:17][CH:16]([CH2:15][C:14]([OH:22])([CH2:20]3)[CH2:13]1)[CH2:21]2)[C:9]([N:40]1[C@H:41]([C:45]([NH2:47])=[O:46])[CH2:42][C@H:43]2[C@@H:39]1[CH2:44]2)=[O:10])=[O:6])[CH3:1]. The catalyst class is: 1. (5) Reactant: Cl[C:2]1[CH:3]=[CH:4][C:5]2[N:6]=[C:7]([NH:20][CH2:21][C:22]3[CH:27]=[CH:26][C:25]([S:28]([NH2:31])(=[O:30])=[O:29])=[CH:24][CH:23]=3)[N:8]=[C:9]([NH:12][C:13]3([C:16]([F:19])([F:18])[F:17])[CH2:15][CH2:14]3)[C:10]=2[N:11]=1.[CH3:32][S:33]([C:36]1[CH:37]=[C:38](B2OC(C)(C)C(C)(C)O2)[CH:39]=[CH:40][C:41]=1[O:42][CH3:43])(=[O:35])=[O:34].C(=O)(O)[O-].[Na+]. Product: [CH3:32][S:33]([C:36]1[CH:37]=[C:38]([C:2]2[CH:3]=[CH:4][C:5]3[N:6]=[C:7]([NH:20][CH2:21][C:22]4[CH:27]=[CH:26][C:25]([S:28]([NH2:31])(=[O:30])=[O:29])=[CH:24][CH:23]=4)[N:8]=[C:9]([NH:12][C:13]4([C:16]([F:18])([F:19])[F:17])[CH2:15][CH2:14]4)[C:10]=3[N:11]=2)[CH:39]=[CH:40][C:41]=1[O:42][CH3:43])(=[O:34])=[O:35]. The catalyst class is: 57. (6) Reactant: [CH3:1][N:2]([CH3:35])[CH2:3][CH2:4][NH:5][C:6]1[C:7]([F:34])=[CH:8][C:9]2[N:13]=[C:12]([C:14]3[C:18]([NH:19][C:20](=[O:26])[N:21]([CH2:24][CH3:25])[CH2:22][CH3:23])=[CH:17][N:16](C4CCCCO4)[N:15]=3)[NH:11][C:10]=2[CH:33]=1. Product: [CH3:35][N:2]([CH3:1])[CH2:3][CH2:4][NH:5][C:6]1[C:7]([F:34])=[CH:8][C:9]2[N:13]=[C:12]([C:14]3[C:18]([NH:19][C:20](=[O:26])[N:21]([CH2:22][CH3:23])[CH2:24][CH3:25])=[CH:17][NH:16][N:15]=3)[NH:11][C:10]=2[CH:33]=1. The catalyst class is: 281.